Dataset: Catalyst prediction with 721,799 reactions and 888 catalyst types from USPTO. Task: Predict which catalyst facilitates the given reaction. (1) Reactant: FC1C(C)=CC(O)=C(C=1)C=O.C([O-])([O-])=O.[Cs+].[Cs+].BrCC#N.[F:22][C:23]1[C:32]([CH3:33])=[CH:31][C:26]([O:27][CH2:28][C:29]#[N:30])=[C:25]([CH:34]=O)[CH:24]=1. Product: [F:22][C:23]1[C:32]([CH3:33])=[CH:31][C:26]2[O:27][C:28]([C:29]#[N:30])=[CH:34][C:25]=2[CH:24]=1. The catalyst class is: 10. (2) Reactant: [CH3:1][N:2]([CH3:23])[C:3](=[O:22])[NH:4][C:5]1[CH:10]=[C:9]([CH2:11][NH:12][C:13]2[CH:21]=[CH:20][CH:19]=[CH:18][C:14]=2[C:15]([OH:17])=O)[CH:8]=[CH:7][N:6]=1.[CH3:24][O:25][C:26]([C:28]1[N:29]([CH3:38])[N:30]=[C:31]2[C:36]=1[CH:35]=[CH:34][C:33]([NH2:37])=[CH:32]2)=[O:27].CN1CCOCC1.CN(C(ON1N=NC2C=CC=NC1=2)=[N+](C)C)C.F[P-](F)(F)(F)(F)F. Product: [CH3:24][O:25][C:26]([C:28]1[N:29]([CH3:38])[N:30]=[C:31]2[C:36]=1[CH:35]=[CH:34][C:33]([NH:37][C:15](=[O:17])[C:14]1[CH:18]=[CH:19][CH:20]=[CH:21][C:13]=1[NH:12][CH2:11][C:9]1[CH:8]=[CH:7][N:6]=[C:5]([NH:4][C:3]([N:2]([CH3:1])[CH3:23])=[O:22])[CH:10]=1)=[CH:32]2)=[O:27]. The catalyst class is: 3. (3) Reactant: [OH-].[Na+].[NH2:3][CH2:4][C:5]([CH2:17][N:18]1[CH:22]=[C:21]([I:23])[CH:20]=[N:19]1)([O:12][Si](C)(C)C)[CH2:6][C:7](OCC)=[O:8]. Product: [OH:12][C:5]1([CH2:17][N:18]2[CH:22]=[C:21]([I:23])[CH:20]=[N:19]2)[CH2:4][NH:3][C:7](=[O:8])[CH2:6]1. The catalyst class is: 24. (4) Reactant: [CH2:1]([C:5]1[S:9][C:8]([C:10]([O:12]CC)=O)=[N:7][N:6]=1)[CH2:2][C:3]#[CH:4].[CH3:15][O:16][CH2:17][CH2:18][NH2:19]. Product: [CH2:1]([C:5]1[S:9][C:8]([C:10]([NH:19][CH2:18][CH2:17][O:16][CH3:15])=[O:12])=[N:7][N:6]=1)[CH2:2][C:3]#[CH:4]. The catalyst class is: 6. (5) Reactant: Cl.Cl.[NH2:3][CH2:4][C@@:5]1([OH:13])[CH:10]2[CH2:11][CH2:12][N:7]([CH2:8][CH2:9]2)[CH2:6]1.C([O-])([O-])=O.[Cs+].[Cs+].[Br:20][C:21]1[CH:30]=[CH:29][CH:28]=[C:27]2[C:22]=1[CH:23]=[C:24]([N:31]=[C:32]=S)[N:25]=[CH:26]2.C(N=C=NC(C)C)(C)C. Product: [Br:20][C:21]1[CH:30]=[CH:29][CH:28]=[C:27]2[C:22]=1[CH:23]=[C:24]([NH:31][C:32]1[O:13][C@:5]3([CH2:4][N:3]=1)[CH:10]1[CH2:9][CH2:8][N:7]([CH2:12][CH2:11]1)[CH2:6]3)[N:25]=[CH:26]2. The catalyst class is: 9. (6) Reactant: [F:1][C:2]1[CH:7]=[CH:6][CH:5]=[CH:4][C:3]=1[N:8]1[C:16]2[C:11](=[C:12]([N:17]3[CH2:21][CH2:20][NH:19][C:18]3=[O:22])[CH:13]=[CH:14][CH:15]=2)[CH:10]=[N:9]1.[H-].[Na+].Cl[CH2:26][C:27]1[O:31][N:30]=[C:29]([CH2:32][CH3:33])[CH:28]=1. Product: [CH2:32]([C:29]1[CH:28]=[C:27]([CH2:26][N:19]2[CH2:20][CH2:21][N:17]([C:12]3[CH:13]=[CH:14][CH:15]=[C:16]4[C:11]=3[CH:10]=[N:9][N:8]4[C:3]3[CH:4]=[CH:5][CH:6]=[CH:7][C:2]=3[F:1])[C:18]2=[O:22])[O:31][N:30]=1)[CH3:33]. The catalyst class is: 7. (7) Product: [Cl:59][C:60]1[CH:61]=[CH:62][C:63]([NH:66][C:50]2[CH:51]=[C:52]([CH:56]=[CH:57][N:58]=2)[C:53]([OH:55])=[O:54])=[N:64][CH:65]=1. Reactant: CC1(C)C2C(=C(P(C3C=CC=CC=3)C3C=CC=CC=3)C=CC=2)OC2C(P(C3C=CC=CC=3)C3C=CC=CC=3)=CC=CC1=2.C(=O)([O-])[O-].[Cs+].[Cs+].Cl[C:50]1[CH:51]=[C:52]([CH:56]=[CH:57][N:58]=1)[C:53]([OH:55])=[O:54].[Cl:59][C:60]1[CH:61]=[CH:62][C:63]([NH2:66])=[N:64][CH:65]=1. The catalyst class is: 160.